Dataset: Reaction yield outcomes from USPTO patents with 853,638 reactions. Task: Predict the reaction yield, written as a fraction of the theoretical maximum amount of product (1.0 means a 100% yield; for example, 0.34 means a 34% yield). (1) The reactants are [C:1]1([S:7]([CH2:10][C:11]2[CH:28]=[CH:27][C:14]3[CH2:15][CH2:16][N:17](C(OC(C)(C)C)=O)[CH2:18][CH2:19][C:13]=3[CH:12]=2)(=[O:9])=[O:8])[CH:6]=[CH:5][CH:4]=[CH:3][CH:2]=1.Cl.O1CCOCC1. The catalyst is C(Cl)Cl.CO. The product is [C:1]1([S:7]([CH2:10][C:11]2[CH:28]=[CH:27][C:14]3[CH2:15][CH2:16][NH:17][CH2:18][CH2:19][C:13]=3[CH:12]=2)(=[O:9])=[O:8])[CH:6]=[CH:5][CH:4]=[CH:3][CH:2]=1. The yield is 1.00. (2) The reactants are [OH:1][C:2]1[C:3]2[S:24][CH:23]=[CH:22][C:4]=2[N:5]([N:14]=CC2C=CC=CC=2)[C:6](=[O:13])[C:7]=1[C:8](OCC)=O.[NH2:25][C:26]1[CH:31]=[CH:30][CH:29]=[CH:28][C:27]=1[S:32]([NH2:35])(=[O:34])=[O:33].[OH-].[K+].Cl. The catalyst is C1(C)C=CC=CC=1. The product is [NH2:14][N:5]1[C:6](=[O:13])[C:7]([C:8]2[NH:25][C:26]3[CH:31]=[CH:30][CH:29]=[CH:28][C:27]=3[S:32](=[O:33])(=[O:34])[N:35]=2)=[C:2]([OH:1])[C:3]2[S:24][CH:23]=[CH:22][C:4]1=2. The yield is 0.980. (3) The reactants are C([Li])CCC.[F:6][C:7]([F:22])([F:21])[C:8]([C:17]([F:20])([F:19])[F:18])([OH:16])[CH2:9][CH2:10][CH2:11][C:12]([CH3:15])([OH:14])[CH3:13].[C:23](Cl)(=[O:27])[C:24]([CH3:26])=[CH2:25]. The catalyst is O1CCCC1. The product is [C:23]([O:14][C:12]([CH3:13])([CH3:15])[CH2:11][CH2:10][CH2:9][C:8]([C:17]([F:18])([F:19])[F:20])([OH:16])[C:7]([F:21])([F:22])[F:6])(=[O:27])[C:24]([CH3:26])=[CH2:25]. The yield is 0.350. (4) The reactants are [CH2:1]([N:8]1[C:16]2[C:11](=[CH:12][CH:13]=[CH:14][CH:15]=2)[C:10]([CH2:17][CH2:18][CH2:19][CH2:20][CH3:21])=[C:9]1[C:22]1[CH:31]=[CH:30][C:29]2[C:24](=[CH:25][CH:26]=[C:27]([O:32]C)[CH:28]=2)[CH:23]=1)[C:2]1[CH:7]=[CH:6][CH:5]=[CH:4][CH:3]=1.B(Br)(Br)Br.[OH-].[Na+]. The catalyst is C(Cl)Cl. The product is [CH2:1]([N:8]1[C:16]2[C:11](=[CH:12][CH:13]=[CH:14][CH:15]=2)[C:10]([CH2:17][CH2:18][CH2:19][CH2:20][CH3:21])=[C:9]1[C:22]1[CH:31]=[CH:30][C:29]2[C:24](=[CH:25][CH:26]=[C:27]([OH:32])[CH:28]=2)[CH:23]=1)[C:2]1[CH:3]=[CH:4][CH:5]=[CH:6][CH:7]=1. The yield is 0.817. (5) The reactants are [Br:1][C:2]1[CH:3]=[C:4](/[CH:7]=[CH:8]/[C:9]([OH:11])=O)[S:5][CH:6]=1.C(N(CC)CC)C.ClC(OCC(C)C)=O.[N-:27]=[N+:28]=[N-:29].[Na+]. The catalyst is CC(C)=O.O. The product is [Br:1][C:2]1[CH:3]=[C:4](/[CH:7]=[CH:8]/[C:9]([N:27]=[N+:28]=[N-:29])=[O:11])[S:5][CH:6]=1. The yield is 0.870. (6) The product is [F:1][C:2]1[CH:9]=[CH:8][C:5]([C:6](=[N:10][OH:11])[NH2:7])=[CH:4][CH:3]=1. The yield is 0.630. The catalyst is CCO. The reactants are [F:1][C:2]1[CH:9]=[CH:8][C:5]([C:6]#[N:7])=[CH:4][CH:3]=1.[NH2:10][OH:11].Cl.[OH-].[Na+].CCOC(C)=O.CCCCCC. (7) The reactants are [CH3:1][C:2]1[S:6][C:5]([CH:7]=O)=[CH:4][CH:3]=1.C(O)(=O)[CH2:10][C:11]([OH:13])=[O:12].N1C=CC=CC=1.N1CCCCC1. The catalyst is O. The product is [CH3:1][C:2]1[S:6][C:5](/[CH:7]=[CH:10]/[C:11]([OH:13])=[O:12])=[CH:4][CH:3]=1. The yield is 0.660. (8) The catalyst is Cl. The yield is 0.980. The product is [ClH:1].[NH3+:2][CH2:3]/[CH:4]=[C:5](/[F:18])\[CH2:6][O:7][C:8]1[CH:17]=[CH:16][C:11]([C:12]([O-:14])=[O:13])=[CH:10][CH:9]=1. The reactants are [ClH:1].[NH2:2][CH2:3]/[CH:4]=[C:5](/[F:18])\[CH2:6][O:7][C:8]1[CH:17]=[CH:16][C:11]([C:12]([O:14]C)=[O:13])=[CH:10][CH:9]=1. (9) The reactants are [Cl-].O[NH3+:3].[C:4](=[O:7])([O-])[OH:5].[Na+].CS(C)=O.[CH2:13]([C:17]1[N:18]=[C:19]([CH2:49][CH3:50])[N:20]([C:40]2[CH:41]=[CH:42][C:43]3[O:47][CH2:46][CH2:45][C:44]=3[CH:48]=2)[C:21](=[O:39])[C:22]=1[CH2:23][C:24]1[CH:29]=[CH:28][C:27]([C:30]2[C:31]([C:36]#[N:37])=[CH:32][CH:33]=[CH:34][CH:35]=2)=[CH:26][C:25]=1[F:38])[CH2:14][CH2:15][CH3:16]. The catalyst is C(OCC)(=O)C. The product is [CH2:13]([C:17]1[N:18]=[C:19]([CH2:49][CH3:50])[N:20]([C:40]2[CH:41]=[CH:42][C:43]3[O:47][CH2:46][CH2:45][C:44]=3[CH:48]=2)[C:21](=[O:39])[C:22]=1[CH2:23][C:24]1[CH:29]=[CH:28][C:27]([C:30]2[CH:35]=[CH:34][CH:33]=[CH:32][C:31]=2[C:36]2[NH:3][C:4](=[O:7])[O:5][N:37]=2)=[CH:26][C:25]=1[F:38])[CH2:14][CH2:15][CH3:16]. The yield is 0.920. (10) The reactants are [Cl:1][C:2]1[CH:18]=[CH:17][C:5]2[O:6][CH2:7][O:8][C:9]3[CH:15]=[CH:14][C:13]([Cl:16])=[CH:12][C:10]=3[CH2:11][C:4]=2[CH:3]=1.[Br:19]N1C(=O)CCC1=O. The catalyst is ClC(Cl)(Cl)Cl.N(C(C)(C)C#N)=NC(C)(C)C#N. The product is [Br:19][CH:11]1[C:4]2[CH:3]=[C:2]([Cl:1])[CH:18]=[CH:17][C:5]=2[O:6][CH2:7][O:8][C:9]2[CH:15]=[CH:14][C:13]([Cl:16])=[CH:12][C:10]1=2. The yield is 0.270.